From a dataset of Reaction yield outcomes from USPTO patents with 853,638 reactions. Predict the reaction yield, written as a fraction of the theoretical maximum amount of product (1.0 means a 100% yield; for example, 0.34 means a 34% yield). The reactants are CN([CH:4]=[C:5]1[C:13](=O)[C:12]2[N:11]([CH3:15])[N:10]=[C:9]([C:16]([O:18][CH2:19][CH3:20])=[O:17])[C:8]=2[CH2:7][CH2:6]1)C.C(=O)(O)O.[NH2:25][C:26]([NH2:28])=[NH:27].O. The catalyst is CN(C=O)C. The product is [NH2:27][C:26]1[N:28]=[CH:4][C:5]2[CH:6]=[CH:7][C:8]3[C:9]([C:16]([O:18][CH2:19][CH3:20])=[O:17])=[N:10][N:11]([CH3:15])[C:12]=3[C:13]=2[N:25]=1. The yield is 0.910.